The task is: Predict the reactants needed to synthesize the given product.. This data is from Full USPTO retrosynthesis dataset with 1.9M reactions from patents (1976-2016). Given the product [CH2:21]([O:20][C:17]1[CH:18]=[CH:19][C:14]([C:8]2([C:4]3[CH:5]=[CH:6][CH:7]=[C:2]([NH:65][C:64]4[CH:66]=[CH:67][CH:68]=[C:62]([O:61][CH3:60])[CH:63]=4)[CH:3]=3)[CH2:12][O:11][C:10]([NH2:13])=[N:9]2)=[CH:15][C:16]=1[CH3:23])[CH3:22], predict the reactants needed to synthesize it. The reactants are: Br[C:2]1[CH:3]=[C:4]([C:8]2([C:14]3[CH:19]=[CH:18][C:17]([O:20][CH2:21][CH3:22])=[C:16]([CH3:23])[CH:15]=3)[CH2:12][O:11][C:10]([NH2:13])=[N:9]2)[CH:5]=[CH:6][CH:7]=1.CC(C)([O-])C.[Na+].C(P(C(C)(C)C)C1C=CC=CC=1C1C(C(C)C)=CC(C(C)C)=CC=1C(C)C)(C)(C)C.[CH3:60][O:61][C:62]1[CH:63]=[C:64]([CH:66]=[CH:67][CH:68]=1)[NH2:65].